The task is: Predict the reaction yield, written as a fraction of the theoretical maximum amount of product (1.0 means a 100% yield; for example, 0.34 means a 34% yield).. This data is from Reaction yield outcomes from USPTO patents with 853,638 reactions. The reactants are Cl[C:2]1[N:7]=[C:6]([O:8][CH3:9])[N:5]=[C:4]([NH:10][CH2:11][CH2:12][C:13]2[CH:18]=[CH:17][C:16]([Cl:19])=[CH:15][C:14]=2[Cl:20])[CH:3]=1.[NH:21]1[CH2:29][CH2:28][CH2:27][CH:23]([C:24]([OH:26])=[O:25])[CH2:22]1.C([O-])([O-])=O.[K+].[K+].Cl. The catalyst is O.CN1CCCC1=O. The product is [Cl:20][C:14]1[CH:15]=[C:16]([Cl:19])[CH:17]=[CH:18][C:13]=1[CH2:12][CH2:11][NH:10][C:4]1[N:5]=[C:6]([O:8][CH3:9])[N:7]=[C:2]([N:21]2[CH2:29][CH2:28][CH2:27][CH:23]([C:24]([OH:26])=[O:25])[CH2:22]2)[CH:3]=1. The yield is 0.470.